This data is from Forward reaction prediction with 1.9M reactions from USPTO patents (1976-2016). The task is: Predict the product of the given reaction. Given the reactants [CH:1]1[CH:2]=[CH:3][N:4]2[CH2:10][C:9]3[CH:11]=[CH:12][CH:13]=[CH:14][C:8]=3[N:7]([C:15]([C:17]3[CH:22]=[CH:21][C:20](B4OC(C)(C)C(C)(C)O4)=[C:19]([CH3:32])[CH:18]=3)=[O:16])[CH2:6][C:5]=12.FC(F)(F)S([O:38][C:39]1[CH2:44][CH2:43][CH2:42][C:41](=O)[C:40]=1[CH3:46])(=O)=O.C(=O)([O-])[O-].[Na+].[Na+], predict the reaction product. The product is: [CH3:20][C:21]1[CH:22]=[C:17]([C:15]([N:7]2[C:8]3[CH:14]=[CH:13][CH:12]=[CH:11][C:9]=3[CH2:10][N:4]3[CH:3]=[CH:2][CH:1]=[C:5]3[CH2:6]2)=[O:16])[CH:18]=[CH:19][C:32]=1[C:41]1[CH2:42][CH2:43][CH2:44][C:39](=[O:38])[C:40]=1[CH3:46].